Dataset: Catalyst prediction with 721,799 reactions and 888 catalyst types from USPTO. Task: Predict which catalyst facilitates the given reaction. (1) The catalyst class is: 21. Product: [N:28]1([CH2:2][CH2:3][O:4][C:5]2[C:10]([CH3:11])=[CH:9][C:8]([C:12]3[NH:21][C:20](=[O:22])[C:19]4[C:14](=[CH:15][C:16]([O:25][CH3:26])=[CH:17][C:18]=4[O:23][CH3:24])[N:13]=3)=[CH:7][C:6]=2[CH3:27])[CH:32]=[CH:31][N:30]=[CH:29]1. Reactant: Br[CH2:2][CH2:3][O:4][C:5]1[C:10]([CH3:11])=[CH:9][C:8]([C:12]2[NH:21][C:20](=[O:22])[C:19]3[C:14](=[CH:15][C:16]([O:25][CH3:26])=[CH:17][C:18]=3[O:23][CH3:24])[N:13]=2)=[CH:7][C:6]=1[CH3:27].[NH:28]1[CH:32]=[CH:31][N:30]=[CH:29]1.C([O-])([O-])=O.[Cs+].[Cs+]. (2) Reactant: [OH:1][C:2]1([C:16]2[CH:21]=[CH:20][CH:19]=[C:18]([N:22]3[C:30]4[CH:29]=[C:28]([C:31]5[CH:32]=[N:33][N:34]([CH3:36])[CH:35]=5)[N:27]=[CH:26][C:25]=4[CH:24]=[N:23]3)[N:17]=2)[CH2:8][CH2:7][CH2:6][N:5](C(OC(C)(C)C)=O)[CH2:4][CH2:3]1.Cl. Product: [CH3:36][N:34]1[CH:35]=[C:31]([C:28]2[N:27]=[CH:26][C:25]3[CH:24]=[N:23][N:22]([C:18]4[N:17]=[C:16]([C:2]5([OH:1])[CH2:8][CH2:7][CH2:6][NH:5][CH2:4][CH2:3]5)[CH:21]=[CH:20][CH:19]=4)[C:30]=3[CH:29]=2)[CH:32]=[N:33]1. The catalyst class is: 5. (3) Reactant: [C:1](=[O:19])([O:12][CH:13]1[CH2:18][CH2:17][O:16][CH2:15][CH2:14]1)OC1C=CC([N+]([O-])=O)=CC=1.[NH2:20][CH2:21][C@H:22]1[CH2:27][CH2:26][C@H:25]([CH2:28][NH:29][C:30]([C:32]2[C:41]3[C:36](=[CH:37][CH:38]=[CH:39][CH:40]=3)[N:35]=[C:34]([C:42]3[CH:43]=[N:44][C:45]([F:48])=[CH:46][CH:47]=3)[CH:33]=2)=[O:31])[CH2:24][CH2:23]1. Product: [F:48][C:45]1[N:44]=[CH:43][C:42]([C:34]2[CH:33]=[C:32]([C:30]([NH:29][CH2:28][C@H:25]3[CH2:26][CH2:27][C@H:22]([CH2:21][NH:20][C:1](=[O:19])[O:12][CH:13]4[CH2:14][CH2:15][O:16][CH2:17][CH2:18]4)[CH2:23][CH2:24]3)=[O:31])[C:41]3[C:36](=[CH:37][CH:38]=[CH:39][CH:40]=3)[N:35]=2)=[CH:47][CH:46]=1. The catalyst class is: 1. (4) Reactant: FC(F)(F)C(O)=O.[Cl:8][C:9]1[C:10]([F:41])=[C:11]([CH:15]2[C:19]([C:22]3[CH:27]=[CH:26][C:25]([Cl:28])=[CH:24][C:23]=3[F:29])([C:20]#[N:21])[CH:18]([CH2:30][C:31]3([CH3:37])[CH2:36][CH2:35][CH2:34][CH2:33][CH2:32]3)[NH:17][CH:16]2[C:38](O)=[O:39])[CH:12]=[CH:13][CH:14]=1.[NH2:42][C:43]1[CH:52]=[CH:51][C:46]([C:47]([O:49][CH3:50])=[O:48])=[CH:45][CH:44]=1.CN(C(ON1N=NC2C=CC=NC1=2)=[N+](C)C)C.F[P-](F)(F)(F)(F)F.CCN(C(C)C)C(C)C. Product: [CH3:50][O:49][C:47](=[O:48])[C:46]1[CH:51]=[CH:52][C:43]([NH:42][C:38]([C@H:16]2[C@H:15]([C:11]3[CH:12]=[CH:13][CH:14]=[C:9]([Cl:8])[C:10]=3[F:41])[C@:19]([C:22]3[CH:27]=[CH:26][C:25]([Cl:28])=[CH:24][C:23]=3[F:29])([C:20]#[N:21])[C@H:18]([CH2:30][C:31]3([CH3:37])[CH2:32][CH2:33][CH2:34][CH2:35][CH2:36]3)[NH:17]2)=[O:39])=[CH:44][CH:45]=1. The catalyst class is: 2. (5) Reactant: [NH2:1][C:2]1[C:3]2[C:10]([C:11]#[N:12])=[C:9]([Br:13])[NH:8][C:4]=2[N:5]=[CH:6][N:7]=1.C(O[C@H:23]1[C@@:27]([O:29][C:30](=[O:37])[C:31]2[CH:36]=[CH:35][CH:34]=[CH:33][CH:32]=2)([CH3:28])[C@H:26]([O:38][C:39](=[O:46])[C:40]2[CH:45]=[CH:44][CH:43]=[CH:42][CH:41]=2)[C@@H:25]([CH2:47][O:48][C:49](=[O:56])[C:50]2[CH:55]=[CH:54][CH:53]=[CH:52][CH:51]=2)[O:24]1)(=O)C1C=CC=CC=1.[Si](OS(C(F)(F)F)(=O)=O)(C)(C)C.C(=O)(O)[O-].[Na+]. Product: [C:30]([O:29][C@:27]1([CH3:28])[CH:26]([O:38][C:39](=[O:46])[C:40]2[CH:45]=[CH:44][CH:43]=[CH:42][CH:41]=2)[CH:25]([CH2:47][O:48][C:49](=[O:56])[C:50]2[CH:51]=[CH:52][CH:53]=[CH:54][CH:55]=2)[O:24][C@H:23]1[N:8]1[C:4]2[N:5]=[CH:6][N:7]=[C:2]([NH2:1])[C:3]=2[C:10]([C:11]#[N:12])=[C:9]1[Br:13])(=[O:37])[C:31]1[CH:36]=[CH:35][CH:34]=[CH:33][CH:32]=1. The catalyst class is: 115. (6) Reactant: [O:1]1[C:5]2([CH2:10][CH2:9][C:8](=O)[CH2:7][CH2:6]2)[O:4][CH2:3][CH2:2]1.[O:12]1[CH2:16][CH2:15][CH2:14][NH:13]1.C(O[BH-](OC(=O)C)OC(=O)C)(=O)C.[Na+]. Product: [O:1]1[C:5]2([CH2:10][CH2:9][CH:8]([N:13]3[CH2:14][CH2:15][CH2:16][O:12]3)[CH2:7][CH2:6]2)[O:4][CH2:3][CH2:2]1. The catalyst class is: 10. (7) Reactant: [F:1][C:2]1[CH:7]=[CH:6][C:5](/[CH:8]=[C:9]2/[C:10](=[O:16])[N:11]=[C:12](SC)[S:13]/2)=[C:4]([OH:17])[CH:3]=1.Cl.Cl.[NH:20]1[CH2:24][CH2:23][C:22](=O)[NH:21]1.C(N(C(C)C)CC)(C)C. Product: [F:1][C:2]1[CH:7]=[CH:6][C:5](/[CH:8]=[C:9]2/[C:10](=[O:16])[N:11]=[C:12]([N:20]3[CH2:24][CH2:23][CH2:22][NH:21]3)[S:13]/2)=[C:4]([OH:17])[CH:3]=1. The catalyst class is: 8.